Dataset: Full USPTO retrosynthesis dataset with 1.9M reactions from patents (1976-2016). Task: Predict the reactants needed to synthesize the given product. (1) The reactants are: [Br:1][C:2]1[C:10]2[C:9]([N:11]3[CH:16]4[CH2:17][CH2:18][CH:12]3[CH2:13][CH:14]([NH:19][CH:20]3[CH2:23][CH2:22][CH2:21]3)[CH2:15]4)=[N:8][CH:7]=[N:6][C:5]=2[S:4][CH:3]=1.[CH2:24]=O. Given the product [Br:1][C:2]1[C:10]2[C:9]([N:11]3[CH:12]4[CH2:18][CH2:17][CH:16]3[CH2:15][CH:14]([N:19]([CH:20]3[CH2:23][CH2:22][CH2:21]3)[CH3:24])[CH2:13]4)=[N:8][CH:7]=[N:6][C:5]=2[S:4][CH:3]=1, predict the reactants needed to synthesize it. (2) Given the product [CH2:8]([O:7][C:1](=[O:6])[CH2:2][C:3]([CH:24]1[CH2:25][C:23]1([F:29])[F:22])=[O:5])[CH3:9], predict the reactants needed to synthesize it. The reactants are: [C:1]([O:7][CH2:8][CH3:9])(=[O:6])[CH2:2][C:3]([O-:5])=O.C([Li])CCC.C([O-])(=O)CC([O-])=O.[F:22][C:23]1([F:29])[CH2:25][CH:24]1C(Cl)=O.[Mn]([O-])(=O)(=O)=O.[K+].C(=O)([O-])O.[Na+]. (3) Given the product [NH:23]1[C:13]2[CH2:12][CH2:11][CH2:10][N:9]([C:15]([O:17][C:18]([CH3:21])([CH3:20])[CH3:19])=[O:16])[CH2:8][C:7]=2[C:5]([C:4]([O:3][CH2:1][CH3:2])=[O:22])=[N:24]1, predict the reactants needed to synthesize it. The reactants are: [CH2:1]([O:3][C:4](=[O:22])[C:5]([CH:7]1[C:13](=O)[CH2:12][CH2:11][CH2:10][N:9]([C:15]([O:17][C:18]([CH3:21])([CH3:20])[CH3:19])=[O:16])[CH2:8]1)=O)[CH3:2].[NH2:23][NH2:24]. (4) Given the product [Cl:16][C:17]1[C:24]([F:25])=[CH:23][CH:22]=[C:21]([Cl:26])[C:18]=1[CH:19]([O:20][CH3:30])[C:15]1[C:9]2[CH:8]=[C:7]([C:5]3[CH:4]=[N:3][N:2]([CH3:1])[CH:6]=3)[N:12]=[N:11][C:10]=2[NH:13][CH:14]=1, predict the reactants needed to synthesize it. The reactants are: [CH3:1][N:2]1[CH:6]=[C:5]([C:7]2[N:12]=[N:11][C:10]3[NH:13][CH:14]=[CH:15][C:9]=3[CH:8]=2)[CH:4]=[N:3]1.[Cl:16][C:17]1[C:24]([F:25])=[CH:23][CH:22]=[C:21]([Cl:26])[C:18]=1[CH:19]=[O:20].[OH-].[K+].O.[CH3:30]O. (5) Given the product [N:10]1([C:16]2[CH:22]=[CH:21][CH:20]=[CH:19][C:17]=2[NH:18][C:7]([C:5]2[O:6][C:2]([Br:1])=[CH:3][CH:4]=2)=[O:9])[CH2:15][CH2:14][CH2:13][CH2:12][CH2:11]1, predict the reactants needed to synthesize it. The reactants are: [Br:1][C:2]1[O:6][C:5]([C:7]([OH:9])=O)=[CH:4][CH:3]=1.[N:10]1([C:16]2[CH:22]=[CH:21][CH:20]=[CH:19][C:17]=2[NH2:18])[CH2:15][CH2:14][CH2:13][CH2:12][CH2:11]1.O.ON1C2C=CC=CC=2N=N1.C(N(CC)CC)C.Cl.CN(C)CCCN=C=NCC.C(=O)(O)[O-].[Na+].